This data is from Forward reaction prediction with 1.9M reactions from USPTO patents (1976-2016). The task is: Predict the product of the given reaction. (1) Given the reactants [C:1]([O:5][C:6]([N:8]1[CH:13]2[CH2:14][CH2:15][CH:9]1[CH2:10][CH:11]([OH:16])[CH2:12]2)=[O:7])([CH3:4])([CH3:3])[CH3:2].C(N(CC)CC)C.[CH3:24][S:25](Cl)(=[O:27])=[O:26], predict the reaction product. The product is: [C:1]([O:5][C:6]([N:8]1[CH:13]2[CH2:14][CH2:15][CH:9]1[CH2:10][CH:11]([O:16][S:25]([CH3:24])(=[O:27])=[O:26])[CH2:12]2)=[O:7])([CH3:4])([CH3:2])[CH3:3]. (2) Given the reactants [CH3:1][C:2]1[CH:7]=[C:6]([C:8]2[S:9][C:10]3[C:15]([N:16]=2)=[CH:14][CH:13]=[C:12]([C:17]2([C:20]4[CH:25]=[CH:24][CH:23]=[CH:22][CH:21]=4)[CH2:19][CH2:18]2)[N:11]=3)[CH:5]=[C:4]([CH3:26])[C:3]=1[OH:27].[F-].[Cs+].[CH2:30]1[O:32][C@@H:31]1[CH2:33][OH:34], predict the reaction product. The product is: [CH3:26][C:4]1[CH:5]=[C:6]([C:8]2[S:9][C:10]3[C:15]([N:16]=2)=[CH:14][CH:13]=[C:12]([C:17]2([C:20]4[CH:21]=[CH:22][CH:23]=[CH:24][CH:25]=4)[CH2:18][CH2:19]2)[N:11]=3)[CH:7]=[C:2]([CH3:1])[C:3]=1[O:27][CH2:30][C@H:31]([OH:32])[CH2:33][OH:34].